From a dataset of Full USPTO retrosynthesis dataset with 1.9M reactions from patents (1976-2016). Predict the reactants needed to synthesize the given product. Given the product [CH3:31][C:32]1[CH:37]=[CH:36][C:35]([CH2:38][N:25]2[C:24](=[O:27])[CH:23]=[CH:22][C:21]([C:19]3[O:18][N:17]=[C:16]([C:13]4[CH:14]=[CH:15][C:10]([O:9][C:8]([F:28])([F:7])[F:29])=[CH:11][CH:12]=4)[N:20]=3)=[N:26]2)=[CH:34][CH:33]=1, predict the reactants needed to synthesize it. The reactants are: CC(C)([O-])C.[K+].[F:7][C:8]([F:29])([F:28])[O:9][C:10]1[CH:15]=[CH:14][C:13]([C:16]2[N:20]=[C:19]([C:21]3[CH:22]=[CH:23][C:24](=[O:27])[NH:25][N:26]=3)[O:18][N:17]=2)=[CH:12][CH:11]=1.Br[CH2:31][C:32]1[CH:37]=[CH:36][C:35]([CH3:38])=[CH:34][CH:33]=1.CN(C=O)C.